The task is: Predict the reactants needed to synthesize the given product.. This data is from Full USPTO retrosynthesis dataset with 1.9M reactions from patents (1976-2016). (1) Given the product [NH2:1][C:2]1[C:3]2[N:11]=[C:10]([C:12]3[CH:13]=[C:14]([CH:18]=[C:19]([F:21])[CH:20]=3)[C:15]([NH:55][C:56]([CH3:60])([CH3:59])[CH2:57][OH:58])=[O:17])[CH:9]=[CH:8][C:4]=2[N:5]=[CH:6][N:7]=1, predict the reactants needed to synthesize it. The reactants are: [NH2:1][C:2]1[C:3]2[N:11]=[C:10]([C:12]3[CH:13]=[C:14]([CH:18]=[C:19]([F:21])[CH:20]=3)[C:15]([OH:17])=O)[CH:9]=[CH:8][C:4]=2[N:5]=[CH:6][N:7]=1.CCN(C(C)C)C(C)C.CN(C(ON1N=NC2C=CC=NC1=2)=[N+](C)C)C.F[P-](F)(F)(F)(F)F.[NH2:55][C:56]([CH3:60])([CH3:59])[CH2:57][OH:58].C(=O)(O)[O-].[Na+]. (2) Given the product [CH:4]([CH:3]1[CH2:2][O:9][C:8]([C:10]2[C:14]3[CH:15]=[C:16]([N:19]4[C:24](=[O:25])[CH:23]=[C:22]([C:26]([F:28])([F:29])[F:27])[N:21]([CH3:30])[C:20]4=[O:31])[CH:17]=[CH:18][C:13]=3[S:12][N:11]=2)=[N:7]1)([CH3:5])[CH3:6], predict the reactants needed to synthesize it. The reactants are: Cl[CH2:2][CH:3]([NH:7][C:8]([C:10]1[C:14]2[CH:15]=[C:16]([N:19]3[C:24](=[O:25])[CH:23]=[C:22]([C:26]([F:29])([F:28])[F:27])[N:21]([CH3:30])[C:20]3=[O:31])[CH:17]=[CH:18][C:13]=2[S:12][N:11]=1)=[O:9])[CH:4]([CH3:6])[CH3:5].[H-].[Na+]. (3) Given the product [F:1][C:2]1[C:3]([O:19][CH3:20])=[C:4]([C@@H:8]([CH3:18])[CH2:9][C@@:10]([C:13]([F:14])([F:15])[F:16])([OH:17])[CH:11]=[N:21][C:22]2[CH:31]=[CH:30][CH:29]=[C:28]3[C:23]=2[CH:24]=[N:25][C:26]([CH3:32])=[N:27]3)[CH:5]=[CH:6][CH:7]=1, predict the reactants needed to synthesize it. The reactants are: [F:1][C:2]1[C:3]([O:19][CH3:20])=[C:4]([C@@H:8]([CH3:18])[CH2:9][C@:10]([OH:17])([C:13]([F:16])([F:15])[F:14])[CH:11]=O)[CH:5]=[CH:6][CH:7]=1.[NH2:21][C:22]1[CH:31]=[CH:30][CH:29]=[C:28]2[C:23]=1[CH:24]=[N:25][C:26]([CH3:32])=[N:27]2. (4) The reactants are: [NH2:1][CH:2]([CH:6]1[CH2:11][CH2:10][O:9][CH2:8][CH2:7]1)[C:3]([OH:5])=[O:4].[F:12][C:13]([F:31])([F:30])[C:14]([O:17][C:18](=O)[O:19]C1C=CC([N+]([O-])=O)=CC=1)([CH3:16])[CH3:15].CCN(C(C)C)C(C)C. Given the product [O:9]1[CH2:8][CH2:7][CH:6]([CH:2]([NH:1][C:18]([O:17][C:14]([CH3:16])([CH3:15])[C:13]([F:31])([F:30])[F:12])=[O:19])[C:3]([OH:5])=[O:4])[CH2:11][CH2:10]1, predict the reactants needed to synthesize it. (5) Given the product [Br:16][C:8]1[C:3]([NH:2][CH3:1])=[N:4][CH:5]=[C:6]([C:9]([F:15])([F:14])[C:10]([F:11])([F:12])[F:13])[CH:7]=1, predict the reactants needed to synthesize it. The reactants are: [CH3:1][NH:2][C:3]1[CH:8]=[CH:7][C:6]([C:9]([F:15])([F:14])[C:10]([F:13])([F:12])[F:11])=[CH:5][N:4]=1.[Br:16]N1C(=O)CCC1=O.S([O-])([O-])(=O)=S.[Na+].[Na+].C(=O)([O-])O.[Na+]. (6) Given the product [CH2:1]([N:8]1[CH:14]2[CH2:15][CH2:16][CH2:17][CH:9]1[CH2:10][NH:11][CH2:12][CH2:13]2)[C:2]1[CH:3]=[CH:4][CH:5]=[CH:6][CH:7]=1, predict the reactants needed to synthesize it. The reactants are: [CH2:1]([N:8]1[CH:14]2[CH2:15][CH2:16][CH2:17][CH:9]1[CH2:10][NH:11][C:12](=O)[CH2:13]2)[C:2]1[CH:7]=[CH:6][CH:5]=[CH:4][CH:3]=1.[H-].[H-].[H-].[H-].[Li+].[Al+3].O.S([O-])([O-])(=O)=O.[Na+].[Na+]. (7) Given the product [NH2:14][C:3]1[N:4]=[CH:5][C:6]([CH:8]2[CH2:9][CH2:10][N:11]([C:25]([O:27][CH3:28])=[O:26])[CH2:12][CH2:13]2)=[N:7][C:2]=1[Br:1], predict the reactants needed to synthesize it. The reactants are: [Br:1][C:2]1[C:3]([NH2:14])=[N:4][CH:5]=[C:6]([CH:8]2[CH2:13][CH2:12][NH:11][CH2:10][CH2:9]2)[N:7]=1.CCN(C(C)C)C(C)C.Cl[C:25]([O:27][CH3:28])=[O:26]. (8) Given the product [CH3:1][C:2]([CH3:46])=[CH:3][CH2:4][CH2:5][C@@:6]1([CH3:45])[O:11][C:10]2[C:12]([CH2:40][CH:41]=[C:42]([CH3:43])[CH3:44])=[C:13]3[O:25][C@@:24]45[C@@:26]6([CH2:33]/[CH:34]=[C:35](\[C:37]([OH:39])=[O:38])/[CH3:36])[O:29][C:30]([CH3:31])([CH3:32])[C@@H:23]4[CH2:22][C@H:21]([C:27]6=[O:28])[CH:20]=[C:19]5[C:17](=[O:18])[C:14]3=[C:15]([OH:16])[C:9]=2[CH:8]=[CH:7]1, predict the reactants needed to synthesize it. The reactants are: [CH3:1][C:2]([CH3:46])=[CH:3][CH2:4][CH2:5][C@@:6]1([CH3:45])[O:11][C:10]2[C:12]([CH2:40][CH:41]=[C:42]([CH3:44])[CH3:43])=[C:13]3[O:25][C@@:24]45[C:26]6([CH2:33]/[CH:34]=[C:35](/[C:37]([OH:39])=[O:38])\[CH3:36])[O:29][C:30]([CH3:32])([CH3:31])[CH:23]4[CH2:22][C@H:21]([C:27]6=[O:28])[CH:20]=[C:19]5[C:17](=[O:18])[C:14]3=[C:15]([OH:16])[C:9]=2[CH:8]=[CH:7]1.CC(C)=CCC[C@]1(C)OC2C(CC=C(C)C)=C3O[C@@]45C6(C/C=C(/C(O)=O)\CO)OC(C)(C)C4C[C@H](C6=O)C=C5C(=O)C3=C(O)C=2C=C1. (9) Given the product [CH3:1][C:2]1[CH:33]=[CH:32][CH:31]=[CH:30][C:3]=1[CH2:4][NH:5][C:6]([C@@H:8]1[C:12]([CH3:14])([CH3:13])[S:11][CH2:10][N:9]1[C:15](=[O:29])[C@@H:16]([OH:28])[C@@H:17]([NH:27][C:41](=[O:42])[C:40]1[CH:44]=[CH:45][C:46]([F:47])=[C:38]([OH:37])[C:39]=1[CH3:48])[CH2:18][C:19]1[CH:20]=[CH:21][C:22]([O:25][CH3:26])=[CH:23][CH:24]=1)=[O:7], predict the reactants needed to synthesize it. The reactants are: [CH3:1][C:2]1[CH:33]=[CH:32][CH:31]=[CH:30][C:3]=1[CH2:4][NH:5][C:6]([C@@H:8]1[C:12]([CH3:14])([CH3:13])[S:11][CH2:10][N:9]1[C:15](=[O:29])[C@@H:16]([OH:28])[C@@H:17]([NH2:27])[CH2:18][C:19]1[CH:24]=[CH:23][C:22]([O:25][CH3:26])=[CH:21][CH:20]=1)=[O:7].C([O:37][C:38]1[C:39]([CH3:48])=[C:40]([CH:44]=[CH:45][C:46]=1[F:47])[C:41](O)=[O:42])(=O)C.